Dataset: Full USPTO retrosynthesis dataset with 1.9M reactions from patents (1976-2016). Task: Predict the reactants needed to synthesize the given product. (1) Given the product [C:43]([C:42]1[CH:41]=[CH:40][C:39]([CH2:38][N:37]([CH2:36][C:31]2[CH:32]=[CH:33][CH:34]=[CH:35][N:30]=2)[S:56]([C:53]2[CH:52]=[CH:51][C:50]([O:49][CH2:47][CH3:48])=[CH:55][CH:54]=2)(=[O:58])=[O:57])=[CH:46][CH:45]=1)#[N:44], predict the reactants needed to synthesize it. The reactants are: COC(=O)C1C=CC(N(CC2C=CC=CC=2)S(C2C=CC(OC)=CC=2)(=O)=O)=CC=1.[N:30]1[CH:35]=[CH:34][CH:33]=[CH:32][C:31]=1[CH2:36][NH:37][CH2:38][C:39]1[CH:46]=[CH:45][C:42]([C:43]#[N:44])=[CH:41][CH:40]=1.[CH2:47]([O:49][C:50]1[CH:55]=[CH:54][C:53]([S:56](Cl)(=[O:58])=[O:57])=[CH:52][CH:51]=1)[CH3:48]. (2) Given the product [CH3:5][N:6]1[CH2:7][CH2:8][N:9]([C:12]2[CH:17]=[C:16]([CH2:18][C:19]([O:21][CH3:22])=[O:20])[CH:15]=[CH:14][N:13]=2)[CH2:10][CH2:11]1, predict the reactants needed to synthesize it. The reactants are: S(Cl)(Cl)=O.[CH3:5][N:6]1[CH2:11][CH2:10][N:9]([C:12]2[CH:17]=[C:16]([CH2:18][C:19]([OH:21])=[O:20])[CH:15]=[CH:14][N:13]=2)[CH2:8][CH2:7]1.[CH3:22]O. (3) Given the product [Cl:27][C:28]1[CH:36]=[CH:35][C:31]([C:32]([NH:18][C:16]2[S:17][C:13]([C:11]3[CH:10]=[CH:9][N:8]=[C:7]([NH:6][CH:1]4[CH2:5][CH2:4][CH2:3][CH2:2]4)[CH:12]=3)=[C:14]([C:19]3[CH:24]=[CH:23][CH:22]=[C:21]([CH3:25])[CH:20]=3)[N:15]=2)=[O:33])=[CH:30][N:29]=1, predict the reactants needed to synthesize it. The reactants are: [CH:1]1([NH:6][C:7]2[CH:12]=[C:11]([C:13]3[S:17][C:16]([NH2:18])=[N:15][C:14]=3[C:19]3[CH:24]=[CH:23][CH:22]=[C:21]([CH3:25])[CH:20]=3)[CH:10]=[CH:9][N:8]=2)[CH2:5][CH2:4][CH2:3][CH2:2]1.Cl.[Cl:27][C:28]1[CH:36]=[CH:35][C:31]([C:32](Cl)=[O:33])=[CH:30][N:29]=1.C(=O)([O-])O.[Na+]. (4) Given the product [S:1]1[C:5]([C:6]2[CH:11]=[CH:10][N:9]=[C:8]([NH:20][CH2:21][CH2:22][N:23]3[CH2:27][CH2:26][NH:25][C:24]3=[O:28])[N:7]=2)=[CH:4][C:3]2[CH:16]=[CH:17][CH:18]=[CH:19][C:2]1=2, predict the reactants needed to synthesize it. The reactants are: [S:1]1[C:5]([C:6]2[CH:11]=[CH:10][N:9]=[C:8](S(C)(=O)=O)[N:7]=2)=[CH:4][C:3]2[CH:16]=[CH:17][CH:18]=[CH:19][C:2]1=2.[NH2:20][CH2:21][CH2:22][N:23]1[CH2:27][CH2:26][NH:25][C:24]1=[O:28].C(N(CC)CC)C. (5) Given the product [CH2:23]([CH:22]([C:21]1[C:16]2[N:17]([C:13]([C:11]3[S:12][C:8]([C:6]4[N:7]=[C:2]([C:32](=[O:33])[CH3:31])[CH:3]=[CH:4][CH:5]=4)=[CH:9][C:10]=3[CH3:29])=[C:14]([CH3:28])[N:15]=2)[N:18]=[C:19]([CH3:27])[CH:20]=1)[CH2:25][CH3:26])[CH3:24], predict the reactants needed to synthesize it. The reactants are: Br[C:2]1[N:7]=[C:6]([C:8]2[S:12][C:11]([C:13]3[N:17]4[N:18]=[C:19]([CH3:27])[CH:20]=[C:21]([CH:22]([CH2:25][CH3:26])[CH2:23][CH3:24])[C:16]4=[N:15][C:14]=3[CH3:28])=[C:10]([CH3:29])[CH:9]=2)[CH:5]=[CH:4][CH:3]=1.C1C[O:33][CH2:32][CH2:31]1.C([Li])CCC.CON(C)C(=O)C. (6) The reactants are: C(O[C:4](=[O:21])[CH2:5][C:6]([CH:8]1[CH2:13][CH2:12][N:11]([C:14]([O:16][C:17]([CH3:20])([CH3:19])[CH3:18])=[O:15])[CH2:10][CH2:9]1)=O)C.[NH:22]1[C:26]2=[N:27][CH:28]=[CH:29][CH:30]=[C:25]2[C:24]([NH2:31])=[N:23]1.P([O-])([O-])([O-])=O.[K+].[K+].[K+].Cl. Given the product [O:21]=[C:4]1[CH:5]=[C:6]([CH:8]2[CH2:9][CH2:10][N:11]([C:14]([O:16][C:17]([CH3:18])([CH3:19])[CH3:20])=[O:15])[CH2:12][CH2:13]2)[N:23]2[N:22]=[C:26]3[N:27]=[CH:28][CH:29]=[CH:30][C:25]3=[C:24]2[NH:31]1, predict the reactants needed to synthesize it.